Dataset: Catalyst prediction with 721,799 reactions and 888 catalyst types from USPTO. Task: Predict which catalyst facilitates the given reaction. Reactant: [CH3:1][N:2]([C:20]1[CH:21]=[CH:22][CH:23]=[CH:24][N:25]=1)[CH2:3][CH2:4][O:5][C:6]1[CH:7]=[CH:8][C:9]([CH2:12][CH:13]2[S:19][C:17](=[O:18])[NH:16][C:14]2=[O:15])=[CH:10][CH:11]=1.[C:26]([OH:33])(=[O:32])/[CH:27]=[CH:28]\[C:29]([OH:31])=[O:30]. Product: [CH3:1][N:2]([C:20]1[CH:21]=[CH:22][CH:23]=[CH:24][N:25]=1)[CH2:3][CH2:4][O:5][C:6]1[CH:11]=[CH:10][C:9]([CH2:12][CH:13]2[S:19][C:17](=[O:18])[NH:16][C:14]2=[O:15])=[CH:8][CH:7]=1.[CH:27](/[C:26]([OH:33])=[O:32])=[CH:28]/[C:29]([OH:31])=[O:30]. The catalyst class is: 8.